From a dataset of Peptide-MHC class I binding affinity with 185,985 pairs from IEDB/IMGT. Regression. Given a peptide amino acid sequence and an MHC pseudo amino acid sequence, predict their binding affinity value. This is MHC class I binding data. (1) The peptide sequence is HGYSFDQL. The MHC is H-2-Kb with pseudo-sequence H-2-Kb. The binding affinity (normalized) is 0.533. (2) The peptide sequence is MSSAMSMMH. The binding affinity (normalized) is 0.0847. The MHC is HLA-A30:01 with pseudo-sequence HLA-A30:01. (3) The peptide sequence is APRALLLLL. The MHC is HLA-B15:01 with pseudo-sequence HLA-B15:01. The binding affinity (normalized) is 0.0847.